This data is from Full USPTO retrosynthesis dataset with 1.9M reactions from patents (1976-2016). The task is: Predict the reactants needed to synthesize the given product. (1) Given the product [Cl:1][C:2]1[CH:7]=[CH:6][C:5]([CH:8]([N:30]2[CH:34]=[CH:33][N:32]=[CH:31]2)[C:9]2[CH:10]=[C:11]3[C:16](=[CH:17][CH:18]=2)[NH:15][C:14](=[O:19])[CH:13]=[C:12]3[O:20][C:21]2[CH:26]=[CH:25][CH:24]=[CH:23][CH:22]=2)=[CH:4][CH:3]=1, predict the reactants needed to synthesize it. The reactants are: [Cl:1][C:2]1[CH:7]=[CH:6][C:5]([CH:8](O)[C:9]2[CH:10]=[C:11]3[C:16](=[CH:17][CH:18]=2)[NH:15][C:14](=[O:19])[CH:13]=[C:12]3[O:20][C:21]2[CH:26]=[CH:25][CH:24]=[CH:23][CH:22]=2)=[CH:4][CH:3]=1.C([N:30]1[CH:34]=[CH:33][N:32]=[CH:31]1)([N:30]1[CH:34]=[CH:33][N:32]=[CH:31]1)=O.O. (2) Given the product [CH:29]([NH:28][CH2:27][C:26]([N:23]1[C:24]2[C:20](=[CH:19][CH:18]=[C:17]([N:11]3[C:12](=[O:16])[C:13]([CH3:15])([CH3:14])[N:9]([CH2:8][C:6]4[CH:5]=[CH:4][N:3]=[C:2]([NH:36][C:37]5[CH:38]=[N:39][CH:40]=[CH:41][CH:42]=5)[CH:7]=4)[C:10]3=[O:35])[CH:25]=2)[C:21]([CH3:34])([CH3:33])[CH2:22]1)=[O:32])([CH3:31])[CH3:30], predict the reactants needed to synthesize it. The reactants are: Cl[C:2]1[CH:7]=[C:6]([CH2:8][N:9]2[C:13]([CH3:15])([CH3:14])[C:12](=[O:16])[N:11]([C:17]3[CH:25]=[C:24]4[C:20]([C:21]([CH3:34])([CH3:33])[CH2:22][N:23]4[C:26](=[O:32])[CH2:27][NH:28][CH:29]([CH3:31])[CH3:30])=[CH:19][CH:18]=3)[C:10]2=[O:35])[CH:5]=[CH:4][N:3]=1.[NH2:36][C:37]1[CH:38]=[N:39][CH:40]=[CH:41][CH:42]=1.CC1(C)C2C=CC(P(C3C=CC=CC=3)C3C=CC=CC=3)=CC=2OC2C1=CC=C(P(C1C=CC=CC=1)C1C=CC=CC=1)C=2.C(=O)([O-])[O-].[Cs+].[Cs+]. (3) Given the product [Cl:23][C:21]1[CH:20]=[CH:19][C:18]([O:24][CH2:25][C:26]2[CH:27]=[CH:28][CH:29]=[CH:30][CH:31]=2)=[C:17]([C:12]2[N:11]([C:6]3[CH:5]=[C:4]([CH:9]=[C:8]([NH2:10])[CH:7]=3)[C:3]([OH:32])=[O:2])[C:15]([CH3:16])=[CH:14][CH:13]=2)[CH:22]=1, predict the reactants needed to synthesize it. The reactants are: C[O:2][C:3](=[O:32])[C:4]1[CH:9]=[C:8]([NH2:10])[CH:7]=[C:6]([N:11]2[C:15]([CH3:16])=[CH:14][CH:13]=[C:12]2[C:17]2[CH:22]=[C:21]([Cl:23])[CH:20]=[CH:19][C:18]=2[O:24][CH2:25][C:26]2[CH:31]=[CH:30][CH:29]=[CH:28][CH:27]=2)[CH:5]=1. (4) The reactants are: [Br:1][C:2]1[CH:7]=[CH:6][C:5]([CH:8]2[O:13][CH2:12][CH2:11][N:10](S(C3C=CC(C)=CC=3)(=O)=O)[CH2:9]2)=[CH:4][CH:3]=1.[C:24]1(O)C=CC=CC=1.Br.C=O.[BH-](OC(C)=O)(OC(C)=O)OC(C)=O.[Na+].C([O-])(O)=O.[Na+]. Given the product [Br:1][C:2]1[CH:3]=[CH:4][C:5]([CH:8]2[O:13][CH2:12][CH2:11][N:10]([CH3:24])[CH2:9]2)=[CH:6][CH:7]=1, predict the reactants needed to synthesize it. (5) Given the product [Br:1][C:2]1[CH:3]=[C:4]([O:9][CH:11]([F:13])[F:12])[CH:5]=[C:6]([Br:8])[CH:7]=1, predict the reactants needed to synthesize it. The reactants are: [Br:1][C:2]1[CH:3]=[C:4]([OH:9])[CH:5]=[C:6]([Br:8])[CH:7]=1.Cl[CH:11]([F:13])[F:12]. (6) The reactants are: [CH2:1]([N:8]1[C:13](=[O:14])[C:12]2[CH:15]=[C:16](Br)[S:17][C:11]=2[N:10]=[C:9]1[CH:19]([NH:22][CH2:23][CH2:24][N:25]([CH3:27])[CH3:26])[CH2:20][CH3:21])[C:2]1[CH:7]=[CH:6][CH:5]=[CH:4][CH:3]=1. Given the product [CH2:1]([N:8]1[C:13](=[O:14])[C:12]2[CH:15]=[CH:16][S:17][C:11]=2[N:10]=[C:9]1[CH:19]([NH:22][CH2:23][CH2:24][N:25]([CH3:27])[CH3:26])[CH2:20][CH3:21])[C:2]1[CH:3]=[CH:4][CH:5]=[CH:6][CH:7]=1, predict the reactants needed to synthesize it.